The task is: Predict which catalyst facilitates the given reaction.. This data is from Catalyst prediction with 721,799 reactions and 888 catalyst types from USPTO. (1) Reactant: [C:1]([C:5]1[CH:9]=[C:8]([NH:10][C:11]([NH:13][C:14]2[CH:19]=[CH:18][CH:17]=[C:16]([O:20][C:21]3[C:30]4[C:25](=[CH:26][C:27]([O:33][CH2:34][CH2:35][O:36][CH3:37])=[C:28]([O:31][CH3:32])[CH:29]=4)[N:24]=[CH:23][N:22]=3)[CH:15]=2)=[O:12])[N:7]([CH2:38][C:39]([O:41][CH2:42][CH3:43])=[O:40])[N:6]=1)([CH3:4])([CH3:3])[CH3:2].[ClH:44].CCOCC. Product: [ClH:44].[C:1]([C:5]1[CH:9]=[C:8]([NH:10][C:11]([NH:13][C:14]2[CH:19]=[CH:18][CH:17]=[C:16]([O:20][C:21]3[C:30]4[C:25](=[CH:26][C:27]([O:33][CH2:34][CH2:35][O:36][CH3:37])=[C:28]([O:31][CH3:32])[CH:29]=4)[N:24]=[CH:23][N:22]=3)[CH:15]=2)=[O:12])[N:7]([CH2:38][C:39]([O:41][CH2:42][CH3:43])=[O:40])[N:6]=1)([CH3:4])([CH3:2])[CH3:3]. The catalyst class is: 61. (2) Reactant: [CH:1]([S:4][C:5]1[CH:10]=[CH:9][C:8]([N+:11]([O-:13])=[O:12])=[CH:7][C:6]=1[C@H:14]([NH:20][S@](C1C=CC(C)=CC=1)=O)[CH2:15][C:16]([O:18][CH3:19])=[O:17])([CH3:3])[CH3:2].C(O)(C(F)(F)F)=O. Product: [NH2:20][C@@H:14]([C:6]1[CH:7]=[C:8]([N+:11]([O-:13])=[O:12])[CH:9]=[CH:10][C:5]=1[S:4][CH:1]([CH3:3])[CH3:2])[CH2:15][C:16]([O:18][CH3:19])=[O:17]. The catalyst class is: 5. (3) Product: [CH3:35][S:36]([O:34][CH2:33][CH2:32][N:8]1[C:4]2=[N:5][CH:6]=[N:7][C:2]([NH2:1])=[C:3]2[C:10]([C:11]2[CH:16]=[CH:15][C:14]([NH:17][C:18]([C:20]3[N:21]([CH3:29])[C:22]4[C:27]([CH:28]=3)=[CH:26][CH:25]=[CH:24][CH:23]=4)=[O:19])=[C:13]([O:30][CH3:31])[CH:12]=2)=[N:9]1)(=[O:38])=[O:37]. Reactant: [NH2:1][C:2]1[N:7]=[CH:6][N:5]=[C:4]2[N:8]([CH2:32][CH2:33][OH:34])[N:9]=[C:10]([C:11]3[CH:16]=[CH:15][C:14]([NH:17][C:18]([C:20]4[N:21]([CH3:29])[C:22]5[C:27]([CH:28]=4)=[CH:26][CH:25]=[CH:24][CH:23]=5)=[O:19])=[C:13]([O:30][CH3:31])[CH:12]=3)[C:3]=12.[CH3:35][S:36](Cl)(=[O:38])=[O:37]. The catalyst class is: 17. (4) Reactant: Br[CH2:2][C:3]1[CH:12]=[C:11]2[C:6]([CH:7]=[C:8]([C:17]([O:19][CH2:20][CH3:21])=[O:18])[CH:9]([C:13]([F:16])([F:15])[F:14])[O:10]2)=[CH:5][C:4]=1[Cl:22].[CH:23]([NH:26][CH3:27])([CH3:25])[CH3:24].C(=O)([O-])[O-].[K+].[K+]. Product: [Cl:22][C:4]1[CH:5]=[C:6]2[C:11](=[CH:12][C:3]=1[CH2:2][N:26]([CH:23]([CH3:25])[CH3:24])[CH3:27])[O:10][CH:9]([C:13]([F:16])([F:15])[F:14])[C:8]([C:17]([O:19][CH2:20][CH3:21])=[O:18])=[CH:7]2. The catalyst class is: 3. (5) Reactant: [NH2:1][C:2]1[C:9](I)=[CH:8][C:5]([C:6]#[N:7])=[C:4]([C:11]([F:14])([F:13])[F:12])[CH:3]=1.[CH2:15](N(CC)CC)[CH3:16].C([Si](C)(C)C)#C.[F-].C([N+](CCCC)(CCCC)CCCC)CCC. Product: [NH2:1][C:2]1[C:9]([C:15]#[CH:16])=[CH:8][C:5]([C:6]#[N:7])=[C:4]([C:11]([F:14])([F:13])[F:12])[CH:3]=1. The catalyst class is: 700.